This data is from Catalyst prediction with 721,799 reactions and 888 catalyst types from USPTO. The task is: Predict which catalyst facilitates the given reaction. (1) The catalyst class is: 14. Reactant: [CH3:1][C:2]1[CH:7]=[CH:6][C:5]([C:8](=O)[CH2:9][C:10](=O)[CH2:11][CH3:12])=[CH:4][CH:3]=1.[NH:15]([C:17]1[CH:18]=[C:19]([CH:22]=[CH:23][N:24]=1)[C:20]#[N:21])[NH2:16].CC(O)=O. Product: [CH2:11]([C:10]1[CH:9]=[C:8]([C:5]2[CH:6]=[CH:7][C:2]([CH3:1])=[CH:3][CH:4]=2)[N:15]([C:17]2[CH:18]=[C:19]([C:20]#[N:21])[CH:22]=[CH:23][N:24]=2)[N:16]=1)[CH3:12]. (2) Reactant: [OH:1][CH2:2][CH:3]1[CH:8]([NH:9][C:10](=[O:12])[O-:11])[CH2:7][CH2:6][O:5][CH2:4]1.[Cl:13][C:14]1[CH:15]=[N:16][N:17]([C:19]2[CH:24]=[CH:23][C:22](O)=[C:21]([F:26])[CH:20]=2)[CH:18]=1.N(C(N1[CH2:44][CH2:43][CH2:42]CC1)=O)=NC(N1CCCCC1)=O.P(CCCC)(CCCC)[CH2:46]CCC. Product: [Cl:13][C:14]1[CH:15]=[N:16][N:17]([C:19]2[CH:24]=[CH:23][C:22]([O:1][CH2:2][CH:3]3[CH:8]([NH:9][C:10](=[O:11])[O:12][C:43]([CH3:42])([CH3:44])[CH3:46])[CH2:7][CH2:6][O:5][CH2:4]3)=[C:21]([F:26])[CH:20]=2)[CH:18]=1. The catalyst class is: 11. (3) Reactant: C(O[CH2:5][C:6]1[CH:14]=[CH:13][C:12]2[CH2:15][NH:16][C@@H:17]([CH:20]3[CH:25]4[CH2:26][CH2:27][N:22]([CH2:23][CH2:24]4)[CH2:21]3)[C:18](=[O:19])[N:10]3[C:11]=2[C:7]=1[CH:8]=[CH:9]3)(=O)C.C(O)(=O)C. Product: [CH3:5][C:6]1[CH:14]=[CH:13][C:12]2[CH2:15][NH:16][C@@H:17]([CH:20]3[CH:25]4[CH2:24][CH2:23][N:22]([CH2:27][CH2:26]4)[CH2:21]3)[C:18](=[O:19])[N:10]3[C:11]=2[C:7]=1[CH:8]=[CH:9]3. The catalyst class is: 19. (4) Reactant: [CH:1]1([CH2:7][O:8][C:9]2[O:13][C:12]([CH2:14][OH:15])=[CH:11][CH:10]=2)[CH2:6][CH2:5][CH2:4][CH2:3][CH2:2]1.[CH:16]1([CH2:22][OH:23])[CH2:21][CH2:20][CH2:19][CH2:18][CH2:17]1. Product: [CH:1]1([CH2:7][O:8][C:9]2[O:13][C:12]([CH:14]=[O:15])=[CH:11][CH:10]=2)[CH2:2][CH2:3][CH2:4][CH2:5][CH2:6]1.[CH:16]1([CH2:22][OH:23])[CH2:21][CH2:20][CH2:19][CH2:18][CH2:17]1. The catalyst class is: 177.